Dataset: Peptide-MHC class I binding affinity with 185,985 pairs from IEDB/IMGT. Task: Regression. Given a peptide amino acid sequence and an MHC pseudo amino acid sequence, predict their binding affinity value. This is MHC class I binding data. (1) The peptide sequence is NTAIFDMLY. The binding affinity (normalized) is 0.0847. The MHC is HLA-B15:01 with pseudo-sequence HLA-B15:01. (2) The peptide sequence is QAKWRLQTL. The MHC is HLA-A02:02 with pseudo-sequence HLA-A02:02. The binding affinity (normalized) is 0.0671. (3) The peptide sequence is MAYMIGQTGI. The MHC is HLA-B51:01 with pseudo-sequence HLA-B51:01. The binding affinity (normalized) is 0.626.